Dataset: Cav3 T-type calcium channel HTS with 100,875 compounds. Task: Binary Classification. Given a drug SMILES string, predict its activity (active/inactive) in a high-throughput screening assay against a specified biological target. (1) The compound is Fc1ccc(c2c3n(nc2)c(N)cc(n3)C)cc1. The result is 0 (inactive). (2) The drug is S(c1n(CC)c(nn1)COc1c(OC)cccc1)CC(=O)Nc1ccc(cc1)C(OCC)=O. The result is 0 (inactive). (3) The result is 1 (active). The compound is S(=O)(=O)(NC(=O)c1oc(c2ccc(cc2)c2ccccc2)cc1)c1c(cc(cc1)C)C. (4) The compound is Clc1n(Cc2n(c3c(n2)cccc3)C)cnc1Cl. The result is 0 (inactive). (5) The molecule is FC(F)(F)c1ccc(N2CCN(CC2)C(=O)c2c(cc(cc2)C)C)nc1. The result is 0 (inactive). (6) The compound is S(Cc1c(c(c(cc1C)C)C(=O)C)C)c1[nH]c(cc(=O)n1)C. The result is 0 (inactive). (7) The drug is Clc1cc(N2C(=O)C(N3CCN(CC3)c3cc(OC)ccc3)CC2=O)ccc1Cl. The result is 1 (active).